Dataset: Catalyst prediction with 721,799 reactions and 888 catalyst types from USPTO. Task: Predict which catalyst facilitates the given reaction. (1) Reactant: [NH2:1][C:2]1[C:17]([F:18])=[CH:16][C:5]([O:6][C:7]2[CH:12]=[CH:11][N:10]=[C:9]([C:13]([NH2:15])=[O:14])[CH:8]=2)=[C:4]([F:19])[CH:3]=1.[CH3:20][N:21]1[C:25]([CH3:26])=[C:24]([C:27](O)=[O:28])[C:23](=[O:30])[N:22]1[C:31]1[CH:36]=[CH:35][CH:34]=[CH:33][CH:32]=1.CCN=C=NCCCN(C)C.C1C=NC2N(O)N=NC=2C=1. Product: [CH3:20][N:21]1[C:25]([CH3:26])=[C:24]([C:27]([NH:1][C:2]2[C:17]([F:18])=[CH:16][C:5]([O:6][C:7]3[CH:12]=[CH:11][N:10]=[C:9]([C:13]([NH2:15])=[O:14])[CH:8]=3)=[C:4]([F:19])[CH:3]=2)=[O:28])[C:23](=[O:30])[N:22]1[C:31]1[CH:36]=[CH:35][CH:34]=[CH:33][CH:32]=1. The catalyst class is: 91. (2) Reactant: [Cl:1][C:2]1[CH:7]=[C:6]([Cl:8])[CH:5]=[CH:4][C:3]=1[C:9]1([OH:38])[C:17]2[C:12](=[CH:13][C:14]([N:22]3[CH:26]=[CH:25][N:24]=[N:23]3)=[CH:15][C:16]=2[C:18]([F:21])([F:20])[F:19])[N:11]([CH2:27][C@H:28]2[CH2:31][C@H:30]([N:32]([CH2:35][CH3:36])[CH2:33][CH3:34])[CH2:29]2)[C:10]1=[O:37].O.Cl. Product: [ClH:1].[Cl:1][C:2]1[CH:7]=[C:6]([Cl:8])[CH:5]=[CH:4][C:3]=1[C:9]1([OH:38])[C:17]2[C:12](=[CH:13][C:14]([N:22]3[CH:26]=[CH:25][N:24]=[N:23]3)=[CH:15][C:16]=2[C:18]([F:20])([F:19])[F:21])[N:11]([CH2:27][C@H:28]2[CH2:29][C@H:30]([N:32]([CH2:33][CH3:34])[CH2:35][CH3:36])[CH2:31]2)[C:10]1=[O:37]. The catalyst class is: 10. (3) Reactant: FC(F)(F)C(O)=O.[CH:8]1([C@H:14]([NH:22][C:23]([C:25]2[CH:30]=[CH:29][C:28]([S:31]([CH3:34])(=[O:33])=[O:32])=[CH:27][C:26]=2[NH:35][C:36]([NH:38][C:39]2[C:44]([CH3:45])=[CH:43][C:42]([CH3:46])=[CH:41][C:40]=2[CH3:47])=[O:37])=[O:24])[C:15]([O:17]C(C)(C)C)=[O:16])[CH2:13][CH2:12][CH2:11][CH2:10][CH2:9]1. Product: [CH:8]1([CH:14]([NH:22][C:23]([C:25]2[CH:30]=[CH:29][C:28]([S:31]([CH3:34])(=[O:33])=[O:32])=[CH:27][C:26]=2[NH:35][C:36]([NH:38][C:39]2[C:44]([CH3:45])=[CH:43][C:42]([CH3:46])=[CH:41][C:40]=2[CH3:47])=[O:37])=[O:24])[C:15]([OH:17])=[O:16])[CH2:13][CH2:12][CH2:11][CH2:10][CH2:9]1. The catalyst class is: 4. (4) Reactant: [CH3:1][C:2]1[O:6][N:5]=[C:4]([CH3:7])[C:3]=1[C:8]1[CH:20]=[N:19][C:18]2[C:17]3[CH:16]=[CH:15][C:14]([C:21]([O:23][CH3:24])=[O:22])=[CH:13][C:12]=3[NH:11][C:10]=2[CH:9]=1.CS(O[CH:30]([C:37]1[CH:42]=[CH:41][N:40]=[CH:39][C:38]=1[F:43])[CH:31]1[CH2:36][CH2:35][O:34][CH2:33][CH2:32]1)(=O)=O.C(O)(C(F)(F)F)=O. Product: [CH3:1][C:2]1[O:6][N:5]=[C:4]([CH3:7])[C:3]=1[C:8]1[CH:20]=[N:19][C:18]2[C:17]3[CH:16]=[CH:15][C:14]([C:21]([O:23][CH3:24])=[O:22])=[CH:13][C:12]=3[N:11]([CH:30]([C:37]3[CH:42]=[CH:41][N:40]=[CH:39][C:38]=3[F:43])[CH:31]3[CH2:32][CH2:33][O:34][CH2:35][CH2:36]3)[C:10]=2[CH:9]=1. The catalyst class is: 192. (5) The catalyst class is: 11. Product: [Cl:36][C:35]1[CH:34]=[CH:33][C:32]([OH:37])=[CH:31][C:30]=1[NH:29][C:26]([C:19]1[C:20]([C:22]([F:25])([F:24])[F:23])=[N:21][C:16]([NH:15][C:12]2[CH:13]=[CH:14][C:9]([O:8][CH2:7][CH2:6][N:1]3[CH2:5][CH2:4][CH2:3][CH2:2]3)=[CH:10][CH:11]=2)=[N:17][CH:18]=1)=[O:27]. Reactant: [N:1]1([CH2:6][CH2:7][O:8][C:9]2[CH:14]=[CH:13][C:12]([NH:15][C:16]3[N:21]=[C:20]([C:22]([F:25])([F:24])[F:23])[C:19]([C:26](Cl)=[O:27])=[CH:18][N:17]=3)=[CH:11][CH:10]=2)[CH2:5][CH2:4][CH2:3][CH2:2]1.[NH2:29][C:30]1[CH:31]=[C:32]([OH:37])[CH:33]=[CH:34][C:35]=1[Cl:36]. (6) Reactant: [CH2:1]([N:3]([CH2:6][CH3:7])[CH2:4][CH3:5])[CH3:2].[Br:8][CH2:9][CH2:10][CH2:11][CH2:12][CH2:13][CH2:14][CH2:15][CH3:16]. Product: [Br-:8].[CH2:1]([N+:3]([CH2:6][CH3:7])([CH2:4][CH3:5])[CH2:9][CH2:10][CH2:11][CH2:12][CH2:13][CH2:14][CH2:15][CH3:16])[CH3:2]. The catalyst class is: 10.